From a dataset of Catalyst prediction with 721,799 reactions and 888 catalyst types from USPTO. Predict which catalyst facilitates the given reaction. (1) Reactant: [CH3:1][O:2][C:3]([C@H:5]1[CH2:10][CH2:9][C@H:8]([NH:11][C:12]([O:14][C:15]([CH3:18])([CH3:17])[CH3:16])=[O:13])[CH2:7][CH2:6]1)=[O:4].[CH3:19]I.[H-].[Na+].Cl. Product: [CH3:1][O:2][C:3]([C@H:5]1[CH2:6][CH2:7][C@H:8]([N:11]([C:12]([O:14][C:15]([CH3:18])([CH3:17])[CH3:16])=[O:13])[CH3:19])[CH2:9][CH2:10]1)=[O:4]. The catalyst class is: 215. (2) The catalyst class is: 6. Product: [N:12]([CH2:3][C:4]([C:6]1[CH:11]=[CH:10][N:9]=[CH:8][CH:7]=1)=[O:5])=[N+:13]=[N-:14]. Reactant: Br.Br[CH2:3][C:4]([C:6]1[CH:11]=[CH:10][N:9]=[CH:8][CH:7]=1)=[O:5].[N-:12]=[N+:13]=[N-:14].[Na+].C([O-])(O)=O.[Na+]. (3) The catalyst class is: 24. Product: [Cl:1][C:2]1[CH:3]=[CH:4][C:5]([NH:8][C:9]([C:11]2[CH:16]=[C:15]([Cl:17])[CH:14]=[CH:13][C:12]=2[NH:18][C:19]([C:21]2[CH:26]=[CH:25][C:24]([S:27]([CH3:44])(=[NH:29])=[O:28])=[CH:23][CH:22]=2)=[O:20])=[O:10])=[N:6][CH:7]=1. Reactant: [Cl:1][C:2]1[CH:3]=[CH:4][C:5]([NH:8][C:9]([C:11]2[CH:16]=[C:15]([Cl:17])[CH:14]=[CH:13][C:12]=2[NH:18][C:19]([C:21]2[CH:26]=[CH:25][C:24]([S:27]([CH3:44])(=[N:29]C(C3CCCN3C(OC(C)(C)C)=O)=O)=[O:28])=[CH:23][CH:22]=2)=[O:20])=[O:10])=[N:6][CH:7]=1.S(=O)(=O)(O)O.